Dataset: Forward reaction prediction with 1.9M reactions from USPTO patents (1976-2016). Task: Predict the product of the given reaction. (1) Given the reactants C[O:2][C:3](=[O:30])[C:4]1[CH:9]=[CH:8][CH:7]=[C:6]([CH2:10][N:11]2[C:16](=[O:17])[CH:15]=[CH:14][C:13]([O:18][CH2:19][CH2:20][CH2:21][NH:22][C:23]([O:25][C:26]([CH3:29])([CH3:28])[CH3:27])=[O:24])=[N:12]2)[CH:5]=1.O.[OH-].[Li+:33], predict the reaction product. The product is: [Li+:33].[C:26]([O:25][C:23]([NH:22][CH2:21][CH2:20][CH2:19][O:18][C:13]1[CH:14]=[CH:15][C:16](=[O:17])[N:11]([CH2:10][C:6]2[CH:5]=[C:4]([CH:9]=[CH:8][CH:7]=2)[C:3]([O-:30])=[O:2])[N:12]=1)=[O:24])([CH3:29])([CH3:27])[CH3:28]. (2) The product is: [Br:26][CH2:8][C:7]1[C:2]([F:1])=[C:3]([N:12]2[CH2:17][CH2:16][N:15]([C:18]([O:20][C:21]([CH3:24])([CH3:23])[CH3:22])=[O:19])[CH2:14][CH2:13]2)[CH:4]=[C:5]([F:11])[C:6]=1[F:10]. Given the reactants [F:1][C:2]1[C:7]([CH2:8]O)=[C:6]([F:10])[C:5]([F:11])=[CH:4][C:3]=1[N:12]1[CH2:17][CH2:16][N:15]([C:18]([O:20][C:21]([CH3:24])([CH3:23])[CH3:22])=[O:19])[CH2:14][CH2:13]1.P(Br)(Br)[Br:26], predict the reaction product. (3) Given the reactants [C:1]([O:5][C:6]([NH:8][C@H:9]1[CH2:13][CH2:12][C@@H:11](C(O)=O)[CH2:10]1)=[O:7])([CH3:4])([CH3:3])[CH3:2].C1(P(N=[N+]=[N-])(C2C=CC=CC=2)=[O:24])C=CC=CC=1.C([N:36]([CH2:39]C)CC)C.[CH2:41]([OH:48])[C:42]1[CH:47]=[CH:46][CH:45]=[CH:44][CH:43]=1, predict the reaction product. The product is: [C:1]([O:5][C:6](=[O:7])[NH:8][C@H:9]1[CH2:13][CH2:12][C@@H:11]([NH:36][C:39]([O:48][CH2:41][C:42]2[CH:47]=[CH:46][CH:45]=[CH:44][CH:43]=2)=[O:24])[CH2:10]1)([CH3:2])([CH3:3])[CH3:4]. (4) Given the reactants [S:1]1[CH2:5][C:4](=[O:6])[NH:3][C:2]1=[O:7].[Li][CH2:9]CCC.[C:13]12([C:23]3[CH:24]=[C:25]([C:31]4[CH:32]=[C:33]5[C:38](=[CH:39][CH:40]=4)[CH:37]=[C:36](CI)[CH:35]=[CH:34]5)[CH:26]=[CH:27][C:28]=3[O:29][CH3:30])[CH2:22][CH:17]3[CH2:18][CH:19]([CH2:21][CH:15]([CH2:16]3)[CH2:14]1)[CH2:20]2, predict the reaction product. The product is: [C:13]12([C:23]3[CH:24]=[C:25]([C:31]4[CH:32]=[C:33]5[C:38](=[CH:39][CH:40]=4)[CH:37]=[C:36]([CH:5]4[S:1][C:2](=[O:7])[N:3]([CH3:9])[C:4]4=[O:6])[CH:35]=[CH:34]5)[CH:26]=[CH:27][C:28]=3[O:29][CH3:30])[CH2:22][CH:17]3[CH2:18][CH:19]([CH2:21][CH:15]([CH2:16]3)[CH2:14]1)[CH2:20]2. (5) Given the reactants F[C:2]1[CH:7]=[CH:6][C:5]([N+:8]([O-:10])=[O:9])=[CH:4][CH:3]=1.[CH3:11][C:12]1[N:13]=[CH:14][NH:15][CH:16]=1.C(=O)([O-])[O-].[K+].[K+], predict the reaction product. The product is: [CH3:11][C:12]1[N:13]=[CH:14][N:15]([C:2]2[CH:7]=[CH:6][C:5]([N+:8]([O-:10])=[O:9])=[CH:4][CH:3]=2)[CH:16]=1. (6) Given the reactants [C:1]([N:8]1[CH2:16][C@H:14]([OH:15])[CH2:13][C@H:9]1[C:10]([OH:12])=O)([O:3][C:4]([CH3:7])([CH3:6])[CH3:5])=[O:2].CN1CCOCC1.C(OC(Cl)=O)C(C)C.[CH2:32]([O:34][C:35]([C@@:37]1([NH2:42])[CH2:39][C@H:38]1[CH:40]=[CH2:41])=[O:36])[CH3:33], predict the reaction product. The product is: [C:4]([O:3][C:1]([N:8]1[CH2:16][C@H:14]([OH:15])[CH2:13][C@H:9]1[C:10](=[O:12])[NH:42][C@:37]1([C:35]([O:34][CH2:32][CH3:33])=[O:36])[CH2:39][C@H:38]1[CH:40]=[CH2:41])=[O:2])([CH3:5])([CH3:6])[CH3:7]. (7) The product is: [CH3:14][O:13][S:10]([O-:15])(=[O:12])=[O:11].[CH3:6][S+:7]([CH3:9])[CH3:8]. Given the reactants S([O-])(O)(=O)=O.[CH3:6][S+:7]([CH3:9])[CH3:8].[S:10]([O:15]C)([O:13][CH3:14])(=[O:12])=[O:11].CSC, predict the reaction product. (8) Given the reactants [C:1]([C:3]1[C:4](Cl)=[N:5][C:6]([Cl:10])=[C:7]([F:9])[CH:8]=1)#[N:2].[CH3:12][N:13]1[CH2:17][CH2:16][CH:15]([OH:18])[CH2:14]1, predict the reaction product. The product is: [Cl:10][C:6]1[C:7]([F:9])=[CH:8][C:3]([C:1]#[N:2])=[C:4]([O:18][CH:15]2[CH2:16][CH2:17][N:13]([CH3:12])[CH2:14]2)[N:5]=1. (9) Given the reactants C(O)(=O)[C:2](O)=[O:3].[CH2:7]([O:9][C:10]([CH:12]1[CH2:14][CH2:13]1)=[O:11])[CH3:8], predict the reaction product. The product is: [CH2:7]([O:9][C:10]([C:12]1([CH:2]=[O:3])[CH2:14][CH2:13]1)=[O:11])[CH3:8].